Predict the reactants needed to synthesize the given product. From a dataset of Full USPTO retrosynthesis dataset with 1.9M reactions from patents (1976-2016). (1) Given the product [NH2:7][C:8]1[N:13]=[C:12]([OH:14])[C:11]([N+:15]([O-:17])=[O:16])=[C:10]([C:23]2[O:24][C:20]([CH3:19])=[CH:21][CH:22]=2)[N:9]=1, predict the reactants needed to synthesize it. The reactants are: C(=O)([O-])[O-].[Na+].[Na+].[NH2:7][C:8]1[N:13]=[C:12]([OH:14])[C:11]([N+:15]([O-:17])=[O:16])=[C:10](Cl)[N:9]=1.[CH3:19][C:20]1[O:24][C:23](B(O)O)=[CH:22][CH:21]=1.CC1OC=CC=1. (2) Given the product [NH2:1][C:2]1[CH:7]=[C:6]([CH:5]=[C:4]([O:10][CH3:18])[CH:3]=1)[O:8][CH2:9][CH2:11][OH:14], predict the reactants needed to synthesize it. The reactants are: [NH2:1][C:2]1[CH:3]=[C:4]([OH:10])[CH:5]=[C:6]([O:8][CH3:9])[CH:7]=1.[C:11](=[O:14])([O-])[O-].[Cs+].[Cs+].Br[CH2:18]CO. (3) Given the product [CH:1]1[C:10]2[C:5](=[CH:6][CH:7]=[CH:8][CH:9]=2)[CH:4]=[CH:3][N:2]=1, predict the reactants needed to synthesize it. The reactants are: [C:1]1(C2C=C(O)C=CC=2)[C:10]2[C:5](=[CH:6][CH:7]=[CH:8][CH:9]=2)[CH:4]=[CH:3][N:2]=1.C(=O)([O-])[O-].[K+].[K+].BrC1C=C(C2N(C3C(C(C)C)=CC=CC=3C(C)C)C=CN=2)C=CC=1. (4) Given the product [C:8]([CH:7]1[C:1]2[C:2](=[CH:3][CH:4]=[CH:5][CH:6]=2)[C:12](=[O:14])[CH2:11]1)([OH:10])=[O:9], predict the reactants needed to synthesize it. The reactants are: [C:1]1([CH:7]([CH2:11][C:12]([OH:14])=O)[C:8]([OH:10])=[O:9])[CH:6]=[CH:5][CH:4]=[CH:3][CH:2]=1.[N+](C1C=CC=CC=1)([O-])=O.[Al+3].[Cl-].[Cl-].[Cl-].O. (5) Given the product [Cl:16][C:17]1[CH:18]=[CH:19][C:20]([C:23]2[CH:24]=[CH:25][C:26]([C:29]#[C:30][C:2]3[CH:3]=[CH:4][C:5]([N:8]4[CH2:14][CH2:13][CH2:12][N:11]([CH3:15])[CH2:10][CH2:9]4)=[N:6][CH:7]=3)=[N:27][CH:28]=2)=[CH:21][CH:22]=1, predict the reactants needed to synthesize it. The reactants are: I[C:2]1[CH:3]=[CH:4][C:5]([N:8]2[CH2:14][CH2:13][CH2:12][N:11]([CH3:15])[CH2:10][CH2:9]2)=[N:6][CH:7]=1.[Cl:16][C:17]1[CH:22]=[CH:21][C:20]([C:23]2[CH:24]=[CH:25][C:26]([C:29]#[CH:30])=[N:27][CH:28]=2)=[CH:19][CH:18]=1. (6) Given the product [CH3:18][C:13]1[CH:12]=[C:11]([C:9]([C:4]2[CH:3]=[C:2]([CH3:1])[CH:7]=[C:6]([CH3:8])[CH:5]=2)=[O:10])[CH:16]=[C:15]([CH3:17])[CH:14]=1, predict the reactants needed to synthesize it. The reactants are: [CH3:1][C:2]1[CH:3]=[C:4]([CH:9]([C:11]2[CH:16]=[C:15]([CH3:17])[CH:14]=[C:13]([CH3:18])[CH:12]=2)[OH:10])[CH:5]=[C:6]([CH3:8])[CH:7]=1. (7) Given the product [CH3:1][C:2]1[CH2:20][C:5]2[C:6]3[C:13]([C:14]4[CH:19]=[CH:18][CH:17]=[CH:16][CH:15]=4)=[CH:12][CH:11]=[CH:10][C:7]=3[S:8][C:4]=2[CH:3]=1, predict the reactants needed to synthesize it. The reactants are: [CH3:1][CH:2]1[CH2:20][C:5]2[C:6]3[C:13]([C:14]4[CH:19]=[CH:18][CH:17]=[CH:16][CH:15]=4)=[CH:12][CH:11]=[CH:10][C:7]=3[S:8](=O)[C:4]=2[CH2:3]1.[H-].[Al+3].[Li+].[H-].[H-].[H-].O.C1(C)C=CC(S(O)(=O)=O)=CC=1. (8) Given the product [C:5]([OH:4])(=[O:7])[C:6]([OH:12])=[O:74].[C:71]([OH:73])(=[O:72])[C:69]([OH:54])=[O:74].[CH3:55][O:56][C:57]1[CH:58]=[C:59]([C:65]2[N:70]=[C:69]([C:25]([N:22]3[CH2:21][CH2:20][N:19]([C:16]4[CH:15]=[CH:14][C:13]([O:12][CH2:11][CH2:10][N:9]([CH3:8])[CH3:32])=[CH:18][CH:17]=4)[CH2:24][CH2:23]3)=[O:27])[CH:68]=[CH:67][CH:66]=2)[CH:60]=[CH:61][C:62]=1[O:63][CH3:64], predict the reactants needed to synthesize it. The reactants are: Cl.C([O:4][C:5](=[O:7])[CH3:6])C.[CH3:8][N:9]([CH3:32])[CH2:10][CH2:11][O:12][C:13]1[CH:18]=[CH:17][C:16]([N:19]2[CH2:24][CH2:23][N:22]([C:25]([O:27]C(C)(C)C)=O)[CH2:21][CH2:20]2)=[CH:15][CH:14]=1.CCN=C=NCCCN(C)C.Cl.C1C=CC2N([OH:54])N=NC=2C=1.[CH3:55][O:56][C:57]1[CH:58]=[C:59]([C:65]2[N:70]=[C:69]([C:71]([OH:73])=[O:72])[CH:68]=[CH:67][CH:66]=2)[CH:60]=[CH:61][C:62]=1[O:63][CH3:64].[OH2:74].